Predict the reactants needed to synthesize the given product. From a dataset of Full USPTO retrosynthesis dataset with 1.9M reactions from patents (1976-2016). Given the product [Cl:23][C:22]1[C:18]([CH2:17][O:16][C:13]2[CH:14]=[CH:15][C:10]3[N:9]=[C:8]([C@H:25]4[CH2:30][CH2:29][CH2:28][CH2:27][C@H:26]4[C:31]([OH:33])=[O:32])[N:7]([CH2:6][C:5]4[CH:4]=[CH:3][C:2]([C:41]5[CH:42]=[CH:43][C:38]([C:37]([F:48])([F:47])[F:36])=[CH:39][CH:40]=5)=[CH:35][CH:34]=4)[C:11]=3[CH:12]=2)=[N:19][N:20]([CH3:24])[CH:21]=1, predict the reactants needed to synthesize it. The reactants are: Br[C:2]1[CH:35]=[CH:34][C:5]([CH2:6][N:7]2[C:11]3[CH:12]=[C:13]([O:16][CH2:17][C:18]4[C:22]([Cl:23])=[CH:21][N:20]([CH3:24])[N:19]=4)[CH:14]=[CH:15][C:10]=3[N:9]=[C:8]2[C@@H:25]2[CH2:30][CH2:29][CH2:28][CH2:27][C@@H:26]2[C:31]([OH:33])=[O:32])=[CH:4][CH:3]=1.[F:36][C:37]([F:48])([F:47])[C:38]1[CH:43]=[CH:42][C:41](B(O)O)=[CH:40][CH:39]=1.